This data is from NCI-60 drug combinations with 297,098 pairs across 59 cell lines. The task is: Regression. Given two drug SMILES strings and cell line genomic features, predict the synergy score measuring deviation from expected non-interaction effect. (1) Drug 1: CC12CCC3C(C1CCC2=O)CC(=C)C4=CC(=O)C=CC34C. Drug 2: CC1=C2C(C(=O)C3(C(CC4C(C3C(C(C2(C)C)(CC1OC(=O)C(C(C5=CC=CC=C5)NC(=O)OC(C)(C)C)O)O)OC(=O)C6=CC=CC=C6)(CO4)OC(=O)C)O)C)O. Cell line: OVCAR-5. Synergy scores: CSS=58.1, Synergy_ZIP=-2.97, Synergy_Bliss=-1.24, Synergy_Loewe=-16.3, Synergy_HSA=1.30. (2) Drug 1: CC1=C(C(=CC=C1)Cl)NC(=O)C2=CN=C(S2)NC3=CC(=NC(=N3)C)N4CCN(CC4)CCO. Synergy scores: CSS=16.5, Synergy_ZIP=-2.71, Synergy_Bliss=-0.265, Synergy_Loewe=16.4, Synergy_HSA=0.876. Drug 2: C1=NNC2=C1C(=O)NC=N2. Cell line: MALME-3M. (3) Drug 1: CC1C(C(CC(O1)OC2CC(CC3=C2C(=C4C(=C3O)C(=O)C5=C(C4=O)C(=CC=C5)OC)O)(C(=O)CO)O)N)O.Cl. Drug 2: C1=CC=C(C(=C1)C(C2=CC=C(C=C2)Cl)C(Cl)Cl)Cl. Cell line: A498. Synergy scores: CSS=-2.66, Synergy_ZIP=14.9, Synergy_Bliss=23.7, Synergy_Loewe=-16.0, Synergy_HSA=2.20. (4) Drug 1: CC=C1C(=O)NC(C(=O)OC2CC(=O)NC(C(=O)NC(CSSCCC=C2)C(=O)N1)C(C)C)C(C)C. Drug 2: C1CCC(C(C1)N)N.C(=O)(C(=O)[O-])[O-].[Pt+4]. Cell line: COLO 205. Synergy scores: CSS=76.7, Synergy_ZIP=-1.16, Synergy_Bliss=-2.57, Synergy_Loewe=-18.5, Synergy_HSA=2.50. (5) Drug 1: CC1C(C(CC(O1)OC2CC(CC3=C2C(=C4C(=C3O)C(=O)C5=C(C4=O)C(=CC=C5)OC)O)(C(=O)CO)O)N)O.Cl. Drug 2: C1CCC(C(C1)N)N.C(=O)(C(=O)[O-])[O-].[Pt+4]. Cell line: K-562. Synergy scores: CSS=28.8, Synergy_ZIP=3.94, Synergy_Bliss=6.18, Synergy_Loewe=-5.08, Synergy_HSA=4.01. (6) Synergy scores: CSS=2.12, Synergy_ZIP=0.334, Synergy_Bliss=3.08, Synergy_Loewe=1.38, Synergy_HSA=1.21. Cell line: MALME-3M. Drug 2: CN(C(=O)NC(C=O)C(C(C(CO)O)O)O)N=O. Drug 1: CN1C2=C(C=C(C=C2)N(CCCl)CCCl)N=C1CCCC(=O)O.Cl.